Predict the reaction yield, written as a fraction of the theoretical maximum amount of product (1.0 means a 100% yield; for example, 0.34 means a 34% yield). From a dataset of Reaction yield outcomes from USPTO patents with 853,638 reactions. (1) The reactants are [CH2:1]([O:3][C:4](=[O:30])[CH:5]([NH:11][C:12]([C:14]1[CH:19]=[CH:18][C:17](C(OCC2C=CC=CC=2)=O)=[CH:16][N:15]=1)=[O:13])[C:6]([O:8][CH2:9][CH3:10])=[O:7])[CH3:2].C([N:33]([CH2:36]C)CC)C.C1(P(N=[N+]=[N-])(C2C=CC=CC=2)=[O:45])C=CC=CC=1.[C:55]([OH:59])([CH3:58])([CH3:57])[CH3:56]. The catalyst is O1CCOCC1. The product is [CH2:9]([O:8][C:6](=[O:7])[CH:5]([NH:11][C:12]([C:14]1[CH:19]=[CH:18][C:17]([NH:33][C:36]([O:59][C:55]([CH3:58])([CH3:57])[CH3:56])=[O:45])=[CH:16][N:15]=1)=[O:13])[C:4]([O:3][CH2:1][CH3:2])=[O:30])[CH3:10]. The yield is 0.350. (2) The reactants are Br[C:2]1[CH:3]=[CH:4][C:5]([F:15])=[C:6]([NH:8][C:9](=[O:14])[C:10]([F:13])([F:12])[F:11])[CH:7]=1.[CH3:16][Si:17]([C:20]#[CH:21])([CH3:19])[CH3:18]. The catalyst is Cl[Pd](Cl)([P](C1C=CC=CC=1)(C1C=CC=CC=1)C1C=CC=CC=1)[P](C1C=CC=CC=1)(C1C=CC=CC=1)C1C=CC=CC=1.[Cu]I.C1COCC1. The product is [F:11][C:10]([F:13])([F:12])[C:9]([NH:8][C:6]1[CH:7]=[C:2]([C:21]#[C:20][Si:17]([CH3:19])([CH3:18])[CH3:16])[CH:3]=[CH:4][C:5]=1[F:15])=[O:14]. The yield is 0.890. (3) The reactants are [Cl:1][C:2]1[CH:7]=[CH:6][C:5]([C:8]2[N:9]([C:20]3[CH:25]=[CH:24][CH:23]=[CH:22][C:21]=3[Cl:26])[N:10]=[C:11]3[C:16]([OH:17])=[N:15][C:14]([CH2:18][CH3:19])=[N:13][C:12]=23)=[CH:4][CH:3]=1.C([O-])([O-])=O.[Cs+].[Cs+].[C:33]([CH2:37]I)([F:36])([F:35])[F:34]. The catalyst is CN(C=O)C. The product is [Cl:1][C:2]1[CH:7]=[CH:6][C:5]([C:8]2[N:9]([C:20]3[CH:25]=[CH:24][CH:23]=[CH:22][C:21]=3[Cl:26])[N:10]=[C:11]3[C:16](=[O:17])[N:15]([CH2:37][C:33]([F:36])([F:35])[F:34])[C:14]([CH2:18][CH3:19])=[N:13][C:12]=23)=[CH:4][CH:3]=1. The yield is 0.500. (4) The reactants are O[CH2:2][C:3]([C:5]1[CH:10]=[CH:9][CH:8]=[CH:7][CH:6]=1)=[O:4].[N:11]#[C:12][NH2:13].Cl. The catalyst is C(O)C. The product is [C:5]1([C:3]2[O:4][C:12]([NH2:13])=[N:11][CH:2]=2)[CH:10]=[CH:9][CH:8]=[CH:7][CH:6]=1. The yield is 0.210. (5) The reactants are Br[C:2]1[CH:3]=[N:4][N:5]2[C:10]([O:11][CH3:12])=[C:9]([CH:13]([CH3:15])[CH3:14])[C:8]([CH3:16])=[N:7][C:6]=12.CC1(C)C(C)(C)OB([C:25]2[CH:26]=[N:27][N:28]([CH2:30][O:31][CH2:32][CH2:33][Si:34]([CH3:37])([CH3:36])[CH3:35])[CH:29]=2)O1.C([O-])([O-])=O.[Cs+].[Cs+]. The catalyst is O1CCOCC1.O.Cl[Pd](Cl)([P](C1C=CC=CC=1)(C1C=CC=CC=1)C1C=CC=CC=1)[P](C1C=CC=CC=1)(C1C=CC=CC=1)C1C=CC=CC=1. The product is [CH:13]([C:9]1[C:8]([CH3:16])=[N:7][C:6]2[N:5]([N:4]=[CH:3][C:2]=2[C:25]2[CH:26]=[N:27][N:28]([CH2:30][O:31][CH2:32][CH2:33][Si:34]([CH3:37])([CH3:36])[CH3:35])[CH:29]=2)[C:10]=1[O:11][CH3:12])([CH3:15])[CH3:14]. The yield is 0.270. (6) The reactants are [CH2:1]([NH2:9])[CH2:2][C:3]1[CH:8]=[CH:7][CH:6]=[CH:5][CH:4]=1.[CH2:10]([O:17][C:18]1[CH:23]=[CH:22][C:21]([NH:24][C:25](=[O:31])[C:26](OCC)=[O:27])=[CH:20][C:19]=1[F:32])[C:11]1[CH:16]=[CH:15][CH:14]=[CH:13][CH:12]=1. No catalyst specified. The product is [CH2:10]([O:17][C:18]1[CH:23]=[CH:22][C:21]([NH:24][C:25](=[O:31])[C:26]([NH:9][CH2:1][CH2:2][C:3]2[CH:8]=[CH:7][CH:6]=[CH:5][CH:4]=2)=[O:27])=[CH:20][C:19]=1[F:32])[C:11]1[CH:12]=[CH:13][CH:14]=[CH:15][CH:16]=1. The yield is 0.990. (7) The reactants are [F:1][C:2]([F:24])([C:7]1[CH:16]=[CH:15][C:14]2[C:9](=[CH:10][CH:11]=[C:12]([C:17]([O:19]C(C)(C)C)=[O:18])[CH:13]=2)[N:8]=1)[C:3]([F:6])([F:5])[F:4].FC(F)(F)C(O)=O. The catalyst is ClCCl. The product is [F:24][C:2]([F:1])([C:7]1[CH:16]=[CH:15][C:14]2[C:9](=[CH:10][CH:11]=[C:12]([C:17]([OH:19])=[O:18])[CH:13]=2)[N:8]=1)[C:3]([F:6])([F:5])[F:4]. The yield is 1.00. (8) The reactants are C[C:2]1[CH:10]=[CH:9][C:5]([C:6]([OH:8])=[O:7])=[C:4]([N:11]([S:13]([C:16]2[CH:21]=[CH:20][C:19](F)=[CH:18][CH:17]=2)(=[O:15])=[O:14])[CH3:12])[C:3]=1[CH3:23].[OH:24][CH2:25][CH2:26][CH2:27][NH:28][C:29]([C:31]1[O:32][C:33]2[CH:39]=[CH:38][CH:37]=[CH:36][C:34]=2[CH:35]=1)=[O:30]. No catalyst specified. The product is [O:32]1[C:33]2[CH:39]=[CH:38][CH:37]=[CH:36][C:34]=2[CH:35]=[C:31]1[C:29]([NH:28][CH2:27][CH2:26][CH2:25][O:24][C:19]1[CH:18]=[CH:17][C:16]([S:13]([N:11]([CH3:12])[C:4]2[C:3]([CH3:23])=[CH:2][CH:10]=[CH:9][C:5]=2[C:6]([OH:8])=[O:7])(=[O:15])=[O:14])=[CH:21][CH:20]=1)=[O:30]. The yield is 0.530. (9) The reactants are CC1C=CC(S([O-])=O)=CC=1.[NH2:11][C:12]1[C:21]([C:22]([O:24]CC=C)=[O:23])=[C:15]2[N:16]=[CH:17][C:18]([F:20])=[CH:19][N:14]2[N:13]=1. The catalyst is CS(C)=O.O.Cl.C1C=CC([P]([Pd]([P](C2C=CC=CC=2)(C2C=CC=CC=2)C2C=CC=CC=2)([P](C2C=CC=CC=2)(C2C=CC=CC=2)C2C=CC=CC=2)[P](C2C=CC=CC=2)(C2C=CC=CC=2)C2C=CC=CC=2)(C2C=CC=CC=2)C2C=CC=CC=2)=CC=1. The product is [NH2:11][C:12]1[C:21]([C:22]([OH:24])=[O:23])=[C:15]2[N:16]=[CH:17][C:18]([F:20])=[CH:19][N:14]2[N:13]=1. The yield is 0.850.